From a dataset of Reaction yield outcomes from USPTO patents with 853,638 reactions. Predict the reaction yield, written as a fraction of the theoretical maximum amount of product (1.0 means a 100% yield; for example, 0.34 means a 34% yield). (1) The reactants are C([O:4][CH2:5][C@H:6]1[CH2:11][C@@H:10]([O:12]C(=O)C)[CH2:9][CH2:8][C@@:7]1([C@H:17]1[CH2:25][CH2:24][C@@:23]2([CH3:26])[C@@H:19]([CH2:20][CH2:21][C@:22]2([C:28]2[O:29][CH:30]=[CH:31][CH:32]=2)[OH:27])[C@@H:18]1[CH2:33][NH2:34])[CH3:16])(=O)C.[OH-].[Na+]. The catalyst is CO. The product is [NH2:34][CH2:33][C@@H:18]1[C@@H:17]([C@@:7]2([CH3:16])[CH2:8][CH2:9][C@H:10]([OH:12])[CH2:11][C@@H:6]2[CH2:5][OH:4])[CH2:25][CH2:24][C@@:23]2([CH3:26])[C@H:19]1[CH2:20][CH2:21][C@:22]2([C:28]1[O:29][CH:30]=[CH:31][CH:32]=1)[OH:27]. The yield is 0.830. (2) The reactants are C([Si](C)(C)[O:6][C:7]1[C:8](=O)[C:9](=[CH:13]N(C)C)[CH2:10][CH2:11][CH:12]=1)(C)(C)C.[NH:20]([C:24]1[CH:25]=[C:26]([S:30]([NH2:33])(=[O:32])=[O:31])[CH:27]=[CH:28][CH:29]=1)[C:21]([NH2:23])=[NH:22].C(=O)([O-])[O-].[K+].[K+]. The catalyst is CC(N(C)C)=O. The product is [OH:6][C:7]1[C:8]2[N:23]=[C:21]([NH:20][C:24]3[CH:25]=[C:26]([S:30]([NH2:33])(=[O:31])=[O:32])[CH:27]=[CH:28][CH:29]=3)[N:22]=[CH:13][C:9]=2[CH2:10][CH2:11][CH:12]=1. The yield is 0.0650. (3) The reactants are Cl[C:2]1[CH:7]=[CH:6][N:5]=[C:4]2[NH:8][C:9]([C:11]3[CH:12]=[N:13][N:14]([CH:16]4[CH2:19][O:18][CH2:17]4)[CH:15]=3)=[N:10][C:3]=12.Cl.[NH2:21][CH2:22][C:23]1[CH:28]=[CH:27][C:26](B(O)O)=[CH:25][C:24]=1[F:32].C(=O)([O-])[O-].[K+].[K+].C1COCC1.O.C1(P(C2C=CC=CC=2)C2C=CC=CC=2)CCCC1. The catalyst is Cl[Pd]Cl.[Fe].CO.C(Cl)Cl.ClCCl. The product is [F:32][C:24]1[CH:25]=[C:26]([C:2]2[CH:7]=[CH:6][N:5]=[C:4]3[NH:8][C:9]([C:11]4[CH:12]=[N:13][N:14]([CH:16]5[CH2:19][O:18][CH2:17]5)[CH:15]=4)=[N:10][C:3]=23)[CH:27]=[CH:28][C:23]=1[CH2:22][NH2:21]. The yield is 0.820. (4) The reactants are [C:1]([O:4][C:5]1[CH:10]=[CH:9][C:8](/[CH:11]=[CH:12]/[C:13]([O:15][CH3:16])=[O:14])=[CH:7][CH:6]=1)(=[O:3])[CH3:2].[N+](=[CH2:19])=[N-].CN(N=O)C(N[N+]([O-])=O)=N.[OH-].[K+]. The catalyst is O1CCCC1.C(OCC)C.C(O)(=O)C.C([O-])(=O)C.[Pd+2].C([O-])(=O)C. The product is [C:1]([O:4][C:5]1[CH:10]=[CH:9][C:8]([CH:11]2[CH2:19][CH:12]2[C:13]([O:15][CH3:16])=[O:14])=[CH:7][CH:6]=1)(=[O:3])[CH3:2]. The yield is 0.970.